Dataset: Catalyst prediction with 721,799 reactions and 888 catalyst types from USPTO. Task: Predict which catalyst facilitates the given reaction. (1) Reactant: N#N.[F:3][C:4]([C:7]1[N:8]=[C:9]([CH2:12][N:13]2[N:17]=[C:16]([N+:18]([O-])=O)[CH:15]=[N:14]2)[S:10][CH:11]=1)([F:6])[CH3:5].[NH4+].[Cl-]. The catalyst class is: 314. Product: [F:3][C:4]([C:7]1[N:8]=[C:9]([CH2:12][N:13]2[N:17]=[C:16]([NH2:18])[CH:15]=[N:14]2)[S:10][CH:11]=1)([F:6])[CH3:5]. (2) Reactant: [CH3:1][O:2][C:3]1[CH:15]=[C:14]([O:16][CH3:17])[CH:13]=[C:12]2[C:4]=1[C@@:5]1([CH3:26])[C@H:10]([CH2:11]2)[C@@:9]2([CH3:25])[CH2:18][CH2:19][C@H:20]([OH:24])[C:21]([CH3:23])([CH3:22])[C@@H:8]2[CH2:7][CH2:6]1.N1C=CC=CC=1.CN(C1C=CC=CN=1)C.[CH3:42][O:43][C@:44]([C:54]([F:57])([F:56])[F:55])([C:51](Cl)=[O:52])[C:45]1[CH:50]=[CH:49][CH:48]=[CH:47][CH:46]=1. Product: [F:55][C:54]([F:56])([F:57])[C@:44]([O:43][CH3:42])([C:45]1[CH:50]=[CH:49][CH:48]=[CH:47][CH:46]=1)[C:51]([O:24][C@H:20]1[CH2:19][CH2:18][C@:9]2([CH3:25])[C@@H:10]3[C@@:5]([CH3:26])([CH2:6][CH2:7][C@H:8]2[C:21]1([CH3:22])[CH3:23])[C:4]1[C:12](=[CH:13][C:14]([O:16][CH3:17])=[CH:15][C:3]=1[O:2][CH3:1])[CH2:11]3)=[O:52]. The catalyst class is: 2.